This data is from Forward reaction prediction with 1.9M reactions from USPTO patents (1976-2016). The task is: Predict the product of the given reaction. (1) Given the reactants Cl[C:2]1C=C(C=CC=1Cl)CC1CC2CCC1C[NH:9]2.C[N:19]1[C:23](C)=[C:22](C=[O:26])[C:21](=[O:27])N1C1C=CC=CC=1.[BH-]([O:43][C:44]([CH3:46])=[O:45])([O:43][C:44]([CH3:46])=[O:45])[O:43][C:44]([CH3:46])=[O:45].[Na+].Cl[CH2:49][CH2:50]Cl, predict the reaction product. The product is: [NH4+:9].[OH-:26].[CH3:2][O:43][C:44](=[O:45])[C:46]1[CH:50]=[CH:49][C:23]([NH2:19])=[CH:22][C:21]=1[OH:27]. (2) Given the reactants C([N:4]1[CH:12]=[N:11][C:10]2[C:5]1=[N:6][C:7](N)=[N:8][C:9]=2[I:13])(=O)C.[Br:15][Si](C)(C)C.N(OCCC(C)C)=O, predict the reaction product. The product is: [Br:15][C:7]1[N:6]=[C:5]2[C:10]([NH:11][CH:12]=[N:4]2)=[C:9]([I:13])[N:8]=1. (3) Given the reactants C([O:8][C:9]1[CH:10]=[C:11]([C:15]2[N:19]([C:20]3[CH:25]=[CH:24][CH:23]=[CH:22][C:21]=3[Cl:26])[N:18]=[C:17]([C:27]([F:30])([F:29])[F:28])[CH:16]=2)[CH:12]=[CH:13][CH:14]=1)C1C=CC=CC=1.[H][H], predict the reaction product. The product is: [Cl:26][C:21]1[CH:22]=[CH:23][CH:24]=[CH:25][C:20]=1[N:19]1[C:15]([C:11]2[CH:10]=[C:9]([OH:8])[CH:14]=[CH:13][CH:12]=2)=[CH:16][C:17]([C:27]([F:30])([F:28])[F:29])=[N:18]1.